From a dataset of Full USPTO retrosynthesis dataset with 1.9M reactions from patents (1976-2016). Predict the reactants needed to synthesize the given product. (1) The reactants are: Cl.C[O:3][C:4](=[O:38])[C:5]1[CH:10]=[CH:9][C:8]([O:11][C:12]2[CH:17]=[CH:16][C:15]([CH2:18][C@H:19]([NH2:37])[C:20]3[N:21]([CH2:33][CH2:34][CH2:35][CH3:36])[CH:22]=[C:23]([C:25]4[CH:30]=[CH:29][C:28]([Cl:31])=[CH:27][C:26]=4[Cl:32])[N:24]=3)=[CH:14][CH:13]=2)=[CH:7][CH:6]=1.[CH3:39][O:40][C:41]1[CH:42]=[C:43]([CH:47]=[CH:48][CH:49]=1)[C:44]([OH:46])=O. Given the product [CH2:33]([N:21]1[CH:22]=[C:23]([C:25]2[CH:30]=[CH:29][C:28]([Cl:31])=[CH:27][C:26]=2[Cl:32])[N:24]=[C:20]1[C@@H:19]([NH:37][C:44](=[O:46])[C:43]1[CH:47]=[CH:48][CH:49]=[C:41]([O:40][CH3:39])[CH:42]=1)[CH2:18][C:15]1[CH:16]=[CH:17][C:12]([O:11][C:8]2[CH:9]=[CH:10][C:5]([C:4]([OH:38])=[O:3])=[CH:6][CH:7]=2)=[CH:13][CH:14]=1)[CH2:34][CH2:35][CH3:36], predict the reactants needed to synthesize it. (2) Given the product [NH2:6][CH:5]([C:13]1[CH:18]=[CH:17][CH:16]=[CH:15][CH:14]=1)[C:4]1[CH:7]=[CH:8][C:9]([CH3:11])=[CH:10][C:3]=1[N:2]([CH3:12])[CH3:1], predict the reactants needed to synthesize it. The reactants are: [CH3:1][N:2]([CH3:12])[C:3]1[CH:10]=[C:9]([CH3:11])[CH:8]=[CH:7][C:4]=1[C:5]#[N:6].[C:13]1([Mg]Br)[CH:18]=[CH:17][CH:16]=[CH:15][CH:14]=1. (3) Given the product [Br:8][C:5]1[CH:6]=[CH:7][C:2]([NH:16][C:15]2[C:10]([CH3:9])=[N:11][C:12]([C:17]([F:20])([F:18])[F:19])=[CH:13][CH:14]=2)=[N:3][CH:4]=1, predict the reactants needed to synthesize it. The reactants are: Br[C:2]1[CH:7]=[CH:6][C:5]([Br:8])=[CH:4][N:3]=1.[CH3:9][C:10]1[C:15]([NH2:16])=[CH:14][CH:13]=[C:12]([C:17]([F:20])([F:19])[F:18])[N:11]=1.CC1(C)C2C(=C(P(C3C=CC=CC=3)C3C=CC=CC=3)C=CC=2)OC2C(P(C3C=CC=CC=3)C3C=CC=CC=3)=CC=CC1=2.C(=O)([O-])[O-].[Cs+].[Cs+]. (4) Given the product [CH3:16][O:15][C:10]1[CH:11]=[C:12]2[C:7](=[CH:8][CH:9]=1)[C:6]1=[CH:17][C:2]([NH:23][C:22]3[CH:24]=[CH:25][CH:26]=[CH:27][C:21]=3[C:20]([F:19])([F:28])[F:29])=[N:3][C:4](=[O:18])[N:5]1[CH2:14][CH2:13]2, predict the reactants needed to synthesize it. The reactants are: Cl[C:2]1[CH:17]=[C:6]2[C:7]3[C:12]([CH2:13][CH2:14][N:5]2[C:4](=[O:18])[N:3]=1)=[CH:11][C:10]([O:15][CH3:16])=[CH:9][CH:8]=3.[F:19][C:20]([F:29])([F:28])[C:21]1[CH:27]=[CH:26][CH:25]=[CH:24][C:22]=1[NH2:23]. (5) Given the product [CH3:22][S:23]([CH:13]1[CH2:14][C:15]2[CH:17]=[N:18][CH:19]=[CH:20][N:8]3[C:16]=2[C:11]([CH:10]=[CH:9]3)=[CH:12]1)(=[O:25])=[O:24], predict the reactants needed to synthesize it. The reactants are: C(N(CC)CC)C.[NH:8]1[C:16]2[C:11](=[CH:12][CH:13]=[CH:14][C:15]=2[CH2:17][NH:18][CH2:19][CH2:20]O)[CH:10]=[CH:9]1.[CH3:22][S:23](Cl)(=[O:25])=[O:24].[H-].[Na+]. (6) Given the product [CH2:13]([O:15][C:16](=[O:19])[CH2:17][CH:5]([C:6](=[O:8])[CH3:7])[C:4](=[O:9])[CH2:3][CH:2]([CH3:10])[CH3:1])[CH3:14], predict the reactants needed to synthesize it. The reactants are: [CH3:1][CH:2]([CH3:10])[CH2:3][C:4](=[O:9])[CH2:5][C:6](=[O:8])[CH3:7].[H-].[Na+].[CH2:13]([O:15][C:16](=[O:19])[CH2:17]Br)[CH3:14]. (7) The reactants are: [Cl:1][C:2]1[C:3]2[N:4]([C:8]([CH:27]3[CH2:30]C(=C)[CH2:28]3)=[N:9][C:10]=2[C:11]2[CH:20]=[C:19]3[C:14]([CH:15]=[CH:16][C:17]([C:21]4[CH:26]=[CH:25][CH:24]=[CH:23][CH:22]=4)=[N:18]3)=[CH:13][CH:12]=2)[CH:5]=[CH:6][N:7]=1.C[N+]1([O-])CC[O:36]CC1.[O-]S([O-])=O.[Na+].[Na+].CCO[C:49]([CH3:51])=[O:50]. Given the product [Cl:1][C:2]1[C:3]2[N:4]([C:8]([CH:27]3[CH2:30][C:51]([CH2:49][OH:50])([OH:36])[CH2:28]3)=[N:9][C:10]=2[C:11]2[CH:20]=[C:19]3[C:14]([CH:15]=[CH:16][C:17]([C:21]4[CH:26]=[CH:25][CH:24]=[CH:23][CH:22]=4)=[N:18]3)=[CH:13][CH:12]=2)[CH:5]=[CH:6][N:7]=1, predict the reactants needed to synthesize it. (8) The reactants are: [F:1][C:2]1[CH:3]=[CH:4][C:5]([C:8]([OH:10])=O)=[N:6][CH:7]=1.C1C=CC2N(O)N=[N:17][C:15]=2C=1.O.CCN=C=NCCCN(C)C.Cl.C(N(CC)CC)C.CN.CO. Given the product [F:1][C:2]1[CH:3]=[CH:4][C:5]([C:8]([NH:17][CH3:15])=[O:10])=[N:6][CH:7]=1, predict the reactants needed to synthesize it.